This data is from Full USPTO retrosynthesis dataset with 1.9M reactions from patents (1976-2016). The task is: Predict the reactants needed to synthesize the given product. (1) Given the product [CH3:23][O:22][C:8]1[N:9]=[C:10]2[C:5](=[CH:6][CH:7]=1)[N:4]=[CH:3][C:2]([C:38]#[N:39])=[C:11]2[CH2:12][CH2:13][N:14]1[CH2:19][CH2:18][O:17][C@@H:16]([CH2:20][NH:21][CH2:35][C:33]2[CH:32]=[CH:31][C:28]3[O:29][CH2:30][C:25](=[O:24])[NH:26][C:27]=3[N:34]=2)[CH2:15]1, predict the reactants needed to synthesize it. The reactants are: F[C:2]1[CH:3]=[N:4][C:5]2[C:10]([C:11]=1[CH2:12][CH2:13][N:14]1[CH2:19][CH2:18][O:17][CH:16]([CH2:20][NH2:21])[CH2:15]1)=[N:9][C:8]([O:22][CH3:23])=[CH:7][CH:6]=2.[O:24]=[C:25]1[CH2:30][O:29][C:28]2[CH:31]=[CH:32][C:33]([CH:35]=O)=[N:34][C:27]=2[NH:26]1.O=[C:38]1CSC2C=CC(C=O)=NC=2[NH:39]1.C([O-])(O)=O.[Na+].CCN(C(C)C)C(C)C. (2) The reactants are: C(#N)C.[Na].[CH2:5]([C:12]1[O:13][C:14](=O)[C:15](=[CH:17][OH:18])[N:16]=1)[C:6]1[CH:11]=[CH:10][CH:9]=[CH:8][CH:7]=1.Cl.[C:21]([NH2:29])(=[NH:28])[C:22]1[CH:27]=[CH:26][CH:25]=[CH:24][CH:23]=1. Given the product [C:22]1([C:21]2[NH:29][C:17](=[O:18])[C:15]([NH:16][C:12](=[O:13])[CH2:5][C:6]3[CH:7]=[CH:8][CH:9]=[CH:10][CH:11]=3)=[CH:14][N:28]=2)[CH:27]=[CH:26][CH:25]=[CH:24][CH:23]=1, predict the reactants needed to synthesize it. (3) The reactants are: Br[C:2]1[CH:18]=[CH:17][C:5]([O:6][Si:7]([CH:14]([CH3:16])[CH3:15])(C(C)C)C(C)C)=[CH:4][C:3]=1[C:19]([CH3:22])([CH3:21])[CH3:20].C([Li])(C)(C)C.CCCCC.Cl[C:34]([O:36][CH2:37][CH3:38])=[O:35]. Given the product [C:19]([C:3]1[CH:4]=[C:5]([O:6][SiH2:7][CH:14]([CH3:15])[CH3:16])[CH:17]=[CH:18][C:2]=1[C:34]([O:36][CH2:37][CH3:38])=[O:35])([CH3:20])([CH3:21])[CH3:22], predict the reactants needed to synthesize it.